Dataset: CYP3A4 inhibition data for predicting drug metabolism from PubChem BioAssay. Task: Regression/Classification. Given a drug SMILES string, predict its absorption, distribution, metabolism, or excretion properties. Task type varies by dataset: regression for continuous measurements (e.g., permeability, clearance, half-life) or binary classification for categorical outcomes (e.g., BBB penetration, CYP inhibition). Dataset: cyp3a4_veith. (1) The result is 1 (inhibitor). The drug is CCc1c2c(nc3cccc(SC)c13)COC2. (2) The molecule is Cc1cc(OCC(=O)O)c(Cl)cc1Cl. The result is 0 (non-inhibitor). (3) The compound is COc1ccccc1-n1c(SCC(=O)Nc2ccccc2F)nc2[nH]ncc2c1=O. The result is 1 (inhibitor). (4) The result is 0 (non-inhibitor). The drug is Nc1ncnc2c1ncn2C[C@@H](O)C(=O)O. (5) The drug is Nc1ncnc2nc(-c3ccccc3)cc(-c3ccc(F)cc3)c12. The result is 0 (non-inhibitor). (6) The compound is O=C1CS/C(=C\[N+](=O)[O-])N1c1ccc(OC(F)(F)F)cc1. The result is 0 (non-inhibitor). (7) The compound is CCOC(=O)c1ccc(NC(=O)C2(c3ccc(OC)cc3)CCOCC2)cc1. The result is 0 (non-inhibitor). (8) The molecule is COC(=O)[C@@H]1C[C@H]1[C@@H](NC(=O)Oc1ccc(F)cc1)c1ccccc1. The result is 1 (inhibitor). (9) The molecule is CC(C)On1c(SC(C)C)nc2ccccc2c1=O. The result is 0 (non-inhibitor).